This data is from Forward reaction prediction with 1.9M reactions from USPTO patents (1976-2016). The task is: Predict the product of the given reaction. Given the reactants [O:1]1[C:6]2[CH:7]=[CH:8][C:9]([C:11]3[CH:12]=[C:13]([CH:17]=[C:18]([O:20][CH2:21][CH2:22][CH2:23][CH2:24][CH2:25][CH2:26][C:27]4[CH:32]=[CH:31][CH:30]=[C:29]([O:33][CH2:34][CH2:35][CH2:36][C:37]([O:39]CC)=[O:38])[C:28]=4[CH2:42][CH2:43][C:44]([O:46]CC)=[O:45])[CH:19]=3)[C:14](O)=[O:15])=[CH:10][C:5]=2[O:4][CH2:3][CH2:2]1.[CH:49]([NH2:52])([CH3:51])[CH3:50], predict the reaction product. The product is: [C:44]([CH2:43][CH2:42][C:28]1[C:27]([CH2:26][CH2:25][CH2:24][CH2:23][CH2:22][CH2:21][O:20][C:18]2[CH:17]=[C:13]([C:14](=[O:15])[NH:52][CH:49]([CH3:51])[CH3:50])[CH:12]=[C:11]([C:9]3[CH:8]=[CH:7][C:6]4[O:1][CH2:2][CH2:3][O:4][C:5]=4[CH:10]=3)[CH:19]=2)=[CH:32][CH:31]=[CH:30][C:29]=1[O:33][CH2:34][CH2:35][CH2:36][C:37]([OH:39])=[O:38])([OH:46])=[O:45].